From a dataset of Catalyst prediction with 721,799 reactions and 888 catalyst types from USPTO. Predict which catalyst facilitates the given reaction. (1) Reactant: [CH3:1][C:2]1[C:7]([O:8][C:9]2[CH:10]=[C:11]3[C:15](=[CH:16][CH:17]=2)[CH2:14][C@H:13]([NH:18][S:19]([CH:22]([CH3:24])[CH3:23])(=[O:21])=[O:20])[CH2:12]3)=[CH:6][CH:5]=[CH:4][N:3]=1.[ClH:25]. Product: [ClH:25].[CH3:1][C:2]1[C:7]([O:8][C:9]2[CH:10]=[C:11]3[C:15](=[CH:16][CH:17]=2)[CH2:14][C@H:13]([NH:18][S:19]([CH:22]([CH3:24])[CH3:23])(=[O:21])=[O:20])[CH2:12]3)=[CH:6][CH:5]=[CH:4][N:3]=1. The catalyst class is: 138. (2) Reactant: C(OC(=O)[NH:7][C:8]1[C:13](=[O:14])[C:12]([O:15]CC2C=CC=CC=2)=[C:11]([C:23](=[O:33])[NH:24][CH2:25][C:26]2[CH:31]=[CH:30][CH:29]=[C:28]([Cl:32])[CH:27]=2)[N:10]([CH2:34][CH:35](OC)OC)[CH:9]=1)(C)(C)C.Cl. Product: [ClH:32].[NH2:7][C:8]1[C:13](=[O:14])[C:12]([OH:15])=[C:11]2[C:23](=[O:33])[N:24]([CH2:25][C:26]3[CH:31]=[CH:30][CH:29]=[C:28]([Cl:32])[CH:27]=3)[CH:35]=[CH:34][N:10]2[CH:9]=1. The catalyst class is: 15. (3) Reactant: [Br:1][C:2]1[CH:8]=[CH:7][C:5]([NH2:6])=[CH:4][CH:3]=1.C(N(CC)CC)C.[CH3:16][S:17](Cl)(=[O:19])=[O:18]. Product: [Br:1][C:2]1[CH:8]=[CH:7][C:5]([N:6]([S:17]([CH3:16])(=[O:19])=[O:18])[S:17]([CH3:16])(=[O:19])=[O:18])=[CH:4][CH:3]=1. The catalyst class is: 4. (4) Reactant: [Cl:1][CH2:2]I.C[O:5][C:6](=O)[C@@H:7]([NH:18][C:19]([O:21][C:22]([CH3:25])([CH3:24])[CH3:23])=[O:20])[CH2:8][C:9]1[CH:14]=[CH:13][C:12]([N+:15]([O-:17])=[O:16])=[CH:11][CH:10]=1.[Li+].CC([N-]C(C)C)C. Product: [C:22]([O:21][C:19](=[O:20])[NH:18][C@@H:7]([CH2:8][C:9]1[CH:10]=[CH:11][C:12]([N+:15]([O-:17])=[O:16])=[CH:13][CH:14]=1)[C:6](=[O:5])[CH2:2][Cl:1])([CH3:25])([CH3:23])[CH3:24]. The catalyst class is: 1. (5) Reactant: [CH3:1][S:2][C:3]1[C:4]([N:16]2[CH2:21][CH2:20][O:19][CH2:18][CH2:17]2)=[N:5][C:6]([C:9]2[CH:14]=[CH:13][C:12]([NH2:15])=[CH:11][CH:10]=2)=[N:7][CH:8]=1.[C:22]1([N:28]=[C:29]=[O:30])[CH:27]=[CH:26][CH:25]=[CH:24][CH:23]=1. Product: [CH3:1][S:2][C:3]1[C:4]([N:16]2[CH2:21][CH2:20][O:19][CH2:18][CH2:17]2)=[N:5][C:6]([C:9]2[CH:14]=[CH:13][C:12]([NH:15][C:29]([NH:28][C:22]3[CH:27]=[CH:26][CH:25]=[CH:24][CH:23]=3)=[O:30])=[CH:11][CH:10]=2)=[N:7][CH:8]=1. The catalyst class is: 198.